This data is from Reaction yield outcomes from USPTO patents with 853,638 reactions. The task is: Predict the reaction yield, written as a fraction of the theoretical maximum amount of product (1.0 means a 100% yield; for example, 0.34 means a 34% yield). (1) The yield is 0.843. The catalyst is C(OCC)(=O)C.CO.[Pd]. The reactants are [CH:1]1([CH2:6][CH:7]([C:17]2[CH:22]=[CH:21][C:20]([N+:23]([O-])=O)=[CH:19][CH:18]=2)[C:8]([NH:10][C:11]2[CH:16]=[CH:15][CH:14]=[CH:13][N:12]=2)=[O:9])[CH2:5][CH2:4][CH2:3][CH2:2]1.[H][H]. The product is [NH2:23][C:20]1[CH:19]=[CH:18][C:17]([CH:7]([CH2:6][CH:1]2[CH2:5][CH2:4][CH2:3][CH2:2]2)[C:8]([NH:10][C:11]2[CH:16]=[CH:15][CH:14]=[CH:13][N:12]=2)=[O:9])=[CH:22][CH:21]=1. (2) The reactants are [Br:1][C:2]1[CH:7]=[CH:6][C:5]([C:8]([O:10][CH2:11][C:12]2[CH:17]=[CH:16][CH:15]=[CH:14][CH:13]=2)=[CH2:9])=[C:4]([CH3:18])[CH:3]=1.[CH2:19](I)I. The catalyst is [Zn]. The product is [Br:1][C:2]1[CH:7]=[CH:6][C:5]([C:8]2([O:10][CH2:11][C:12]3[CH:13]=[CH:14][CH:15]=[CH:16][CH:17]=3)[CH2:19][CH2:9]2)=[C:4]([CH3:18])[CH:3]=1. The yield is 0.900. (3) The product is [CH2:1]1[O:9][C:8]2[CH:7]=[CH:6][C:5]([NH:10][C:11](=[O:12])[C@@H:13]([OH:14])[C@@H:15]([N:20]=[N+:21]=[N-:22])[CH2:16][CH2:17][CH2:18][CH3:19])=[CH:4][C:3]=2[O:2]1. The catalyst is CO. The yield is 0.700. The reactants are [CH2:1]1[O:9][C:8]2[CH:7]=[CH:6][C:5]([NH:10][C:11]([C@@H:13]3[C@@H:15]([CH2:16][CH2:17][CH2:18][CH3:19])[O:14]3)=[O:12])=[CH:4][C:3]=2[O:2]1.[N-:20]=[N+:21]=[N-:22].[Na+].S([O-])([O-])(=O)=O.[Mg+2].